From a dataset of Forward reaction prediction with 1.9M reactions from USPTO patents (1976-2016). Predict the product of the given reaction. Given the reactants [F:1][C:2]1[CH:7]=[CH:6][CH:5]=[CH:4][C:3]=1[NH:8][C:9](=[O:30])[NH:10][C:11]1[CH:16]=[CH:15][C:14]([CH2:17][C:18]([O:20]CC2C=CC=CC=2)=[O:19])=[CH:13][C:12]=1[O:28][CH3:29].[OH-].[Na+].Cl, predict the reaction product. The product is: [F:1][C:2]1[CH:7]=[CH:6][CH:5]=[CH:4][C:3]=1[NH:8][C:9](=[O:30])[NH:10][C:11]1[CH:16]=[CH:15][C:14]([CH2:17][C:18]([OH:20])=[O:19])=[CH:13][C:12]=1[O:28][CH3:29].